This data is from Reaction yield outcomes from USPTO patents with 853,638 reactions. The task is: Predict the reaction yield, written as a fraction of the theoretical maximum amount of product (1.0 means a 100% yield; for example, 0.34 means a 34% yield). (1) The reactants are [Mg].[CH3:2][O:3][C:4]1[CH:5]=[C:6]([NH:10][C:11]([C:13]2[O:14][C:15](Br)=[CH:16][CH:17]=2)=[O:12])[CH:7]=[CH:8][CH:9]=1.C(Br)C.Cl[C:23]([O:25][CH2:26][CH3:27])=[O:24].[NH4+].[Cl-]. The catalyst is C1COCC1.CCOC(C)=O.CCCCCC. The product is [CH2:26]([O:25][C:23]([C:15]1[O:14][C:13]([C:11](=[O:12])[NH:10][C:6]2[CH:7]=[CH:8][CH:9]=[C:4]([O:3][CH3:2])[CH:5]=2)=[CH:17][CH:16]=1)=[O:24])[CH3:27]. The yield is 0.200. (2) The reactants are [CH3:1][O:2][C:3]1[CH:14]=[CH:13][C:6]([O:7][CH2:8][C:9]([NH:11][NH2:12])=O)=[CH:5][CH:4]=1.[O:15]1[CH2:20][CH2:19][N:18]([CH2:21][CH2:22][CH2:23][N:24]=[C:25]=[S:26])[CH2:17][CH2:16]1. The catalyst is C(O)(C)C. The product is [CH3:1][O:2][C:3]1[CH:14]=[CH:13][C:6]([O:7][CH2:8][C:9]2[N:24]([CH2:23][CH2:22][CH2:21][N:18]3[CH2:17][CH2:16][O:15][CH2:20][CH2:19]3)[C:25](=[S:26])[NH:12][N:11]=2)=[CH:5][CH:4]=1. The yield is 0.660. (3) The reactants are [Cl-].[Al+3].[Cl-].[Cl-].[Cl:5][S:6]([C:9]1[CH:10]=[C:11]([CH:15]=[CH:16][CH:17]=1)[C:12](Cl)=[O:13])(=[O:8])=[O:7].[C:18]1([O:24][CH3:25])[CH:23]=[CH:22][CH:21]=[CH:20][CH:19]=1. The catalyst is ClCCl. The product is [CH3:25][O:24][C:18]1[CH:23]=[CH:22][C:21]([C:12]([C:11]2[CH:10]=[C:9]([S:6]([Cl:5])(=[O:8])=[O:7])[CH:17]=[CH:16][CH:15]=2)=[O:13])=[CH:20][CH:19]=1. The yield is 0.410. (4) The product is [CH3:1][N:2]1[C:6]([S:7][C@@H:20]([C:22]2[N:23]=[N:24][N:25]([C:27]3[CH:28]=[C:29]([CH3:33])[CH:30]=[CH:31][CH:32]=3)[N:26]=2)[CH3:21])=[N:5][N:4]=[C:3]1[C:8]1[CH:13]=[CH:12][NH:11][C:10](=[O:14])[CH:9]=1. The catalyst is CS(C)=O. The reactants are [CH3:1][N:2]1[C:6](=[S:7])[NH:5][N:4]=[C:3]1[C:8]1[CH:13]=[CH:12][NH:11][C:10](=[O:14])[CH:9]=1.CS(O[C@H:20]([C:22]1[N:23]=[N:24][N:25]([C:27]2[CH:28]=[C:29]([CH3:33])[CH:30]=[CH:31][CH:32]=2)[N:26]=1)[CH3:21])(=O)=O.C(N(C(C)C)C(C)C)C. The yield is 0.500. (5) The reactants are C(OC(=O)[NH:7][CH2:8][CH2:9][NH:10][C:11]([NH:13][C:14]1[CH:19]=[CH:18][C:17]([CH2:20][C:21]2[C:29]3[C:24](=[CH:25][CH:26]=[CH:27][CH:28]=3)[NH:23][CH:22]=2)=[C:16]([CH2:30][CH3:31])[CH:15]=1)=[O:12])(C)(C)C.FC(F)(F)C(O)=O. The catalyst is C(Cl)Cl. The product is [NH:23]1[C:24]2[C:29](=[CH:28][CH:27]=[CH:26][CH:25]=2)[C:21]([CH2:20][C:17]2[CH:18]=[CH:19][C:14]([NH:13][C:11]([NH:10][CH2:9][CH2:8][NH2:7])=[O:12])=[CH:15][C:16]=2[CH2:30][CH3:31])=[CH:22]1. The yield is 0.160.